This data is from Forward reaction prediction with 1.9M reactions from USPTO patents (1976-2016). The task is: Predict the product of the given reaction. Given the reactants [Cl:1][C:2]1[CH:3]=[C:4]([OH:9])[CH:5]=[C:6]([Cl:8])[CH:7]=1.[I:10]I, predict the reaction product. The product is: [Cl:1][C:2]1[C:3]([I:10])=[C:4]([OH:9])[CH:5]=[C:6]([Cl:8])[CH:7]=1.